The task is: Regression. Given two drug SMILES strings and cell line genomic features, predict the synergy score measuring deviation from expected non-interaction effect.. This data is from NCI-60 drug combinations with 297,098 pairs across 59 cell lines. (1) Drug 1: CCC1=CC2CC(C3=C(CN(C2)C1)C4=CC=CC=C4N3)(C5=C(C=C6C(=C5)C78CCN9C7C(C=CC9)(C(C(C8N6C)(C(=O)OC)O)OC(=O)C)CC)OC)C(=O)OC.C(C(C(=O)O)O)(C(=O)O)O. Drug 2: C1CCC(C(C1)N)N.C(=O)(C(=O)[O-])[O-].[Pt+4]. Cell line: SNB-19. Synergy scores: CSS=14.5, Synergy_ZIP=-4.45, Synergy_Bliss=-5.37, Synergy_Loewe=-5.75, Synergy_HSA=-3.14. (2) Drug 1: CCC1=C2CN3C(=CC4=C(C3=O)COC(=O)C4(CC)O)C2=NC5=C1C=C(C=C5)O. Synergy scores: CSS=49.6, Synergy_ZIP=-11.2, Synergy_Bliss=-0.649, Synergy_Loewe=1.49, Synergy_HSA=4.35. Drug 2: N.N.Cl[Pt+2]Cl. Cell line: SNB-75. (3) Drug 1: C1CNP(=O)(OC1)N(CCCl)CCCl. Drug 2: C1C(C(OC1N2C=NC(=NC2=O)N)CO)O. Cell line: NCI-H460. Synergy scores: CSS=13.3, Synergy_ZIP=-4.78, Synergy_Bliss=-2.81, Synergy_Loewe=-21.4, Synergy_HSA=-0.436. (4) Drug 1: C1CC(=O)NC(=O)C1N2CC3=C(C2=O)C=CC=C3N. Drug 2: C#CCC(CC1=CN=C2C(=N1)C(=NC(=N2)N)N)C3=CC=C(C=C3)C(=O)NC(CCC(=O)O)C(=O)O. Cell line: SW-620. Synergy scores: CSS=4.53, Synergy_ZIP=-2.75, Synergy_Bliss=-4.56, Synergy_Loewe=-61.7, Synergy_HSA=-1.20. (5) Drug 1: C#CCC(CC1=CN=C2C(=N1)C(=NC(=N2)N)N)C3=CC=C(C=C3)C(=O)NC(CCC(=O)O)C(=O)O. Drug 2: C1C(C(OC1N2C=NC3=C2NC=NCC3O)CO)O. Cell line: MDA-MB-435. Synergy scores: CSS=-4.84, Synergy_ZIP=2.51, Synergy_Bliss=0.494, Synergy_Loewe=-3.40, Synergy_HSA=-3.21. (6) Drug 1: C1=CC(=C2C(=C1NCCNCCO)C(=O)C3=C(C=CC(=C3C2=O)O)O)NCCNCCO. Drug 2: CN(CC1=CN=C2C(=N1)C(=NC(=N2)N)N)C3=CC=C(C=C3)C(=O)NC(CCC(=O)O)C(=O)O. Cell line: SW-620. Synergy scores: CSS=47.0, Synergy_ZIP=-3.69, Synergy_Bliss=-1.25, Synergy_Loewe=-4.46, Synergy_HSA=4.15.